Dataset: NCI-60 drug combinations with 297,098 pairs across 59 cell lines. Task: Regression. Given two drug SMILES strings and cell line genomic features, predict the synergy score measuring deviation from expected non-interaction effect. (1) Drug 1: C1=NC(=NC(=O)N1C2C(C(C(O2)CO)O)O)N. Drug 2: CCC1(C2=C(COC1=O)C(=O)N3CC4=CC5=C(C=CC(=C5CN(C)C)O)N=C4C3=C2)O.Cl. Cell line: RXF 393. Synergy scores: CSS=16.1, Synergy_ZIP=-1.21, Synergy_Bliss=-4.10, Synergy_Loewe=-35.0, Synergy_HSA=-2.20. (2) Drug 1: C1=CC(=CC=C1CC(C(=O)O)N)N(CCCl)CCCl.Cl. Drug 2: B(C(CC(C)C)NC(=O)C(CC1=CC=CC=C1)NC(=O)C2=NC=CN=C2)(O)O. Cell line: OVCAR-4. Synergy scores: CSS=1.14, Synergy_ZIP=1.39, Synergy_Bliss=3.07, Synergy_Loewe=0.395, Synergy_HSA=-0.692. (3) Drug 1: CN(CC1=CN=C2C(=N1)C(=NC(=N2)N)N)C3=CC=C(C=C3)C(=O)NC(CCC(=O)O)C(=O)O. Drug 2: COCCOC1=C(C=C2C(=C1)C(=NC=N2)NC3=CC=CC(=C3)C#C)OCCOC.Cl. Cell line: HT29. Synergy scores: CSS=55.6, Synergy_ZIP=9.08, Synergy_Bliss=8.25, Synergy_Loewe=-38.3, Synergy_HSA=7.26.